This data is from Full USPTO retrosynthesis dataset with 1.9M reactions from patents (1976-2016). The task is: Predict the reactants needed to synthesize the given product. (1) The reactants are: C(O)(C(F)(F)F)=O.C(OC([N:15]1[CH2:19][CH2:18][CH2:17][C@@H:16]1[CH2:20][O:21][C:22]1[CH:27]=[C:26]([NH:28][C:29]2[N:34]=[CH:33][C:32]3=[CH:35][CH:36]=[C:37]([C:38]4[CH:43]=[CH:42][CH:41]=[C:40]([S:44]([CH3:47])(=[O:46])=[O:45])[CH:39]=4)[N:31]3[N:30]=2)[CH:25]=[CH:24][C:23]=1[Cl:48])=O)(C)(C)C. Given the product [Cl:48][C:23]1[CH:24]=[CH:25][C:26]([NH:28][C:29]2[N:34]=[CH:33][C:32]3=[CH:35][CH:36]=[C:37]([C:38]4[CH:43]=[CH:42][CH:41]=[C:40]([S:44]([CH3:47])(=[O:45])=[O:46])[CH:39]=4)[N:31]3[N:30]=2)=[CH:27][C:22]=1[O:21][CH2:20][C@H:16]1[CH2:17][CH2:18][CH2:19][NH:15]1, predict the reactants needed to synthesize it. (2) Given the product [NH2:1][C@H:4]1[C@@H:9]([NH:10][C:11]([C:13]2[NH:14][C:15]([CH2:19][CH3:20])=[C:16]([Cl:18])[N:17]=2)=[O:12])[CH2:8][CH2:7][N:6]([C:21]2[S:22][C:23]3[C:29]([C:30]([O:32][CH2:33][CH3:34])=[O:31])=[CH:28][CH:27]=[CH:26][C:24]=3[N:25]=2)[CH2:5]1, predict the reactants needed to synthesize it. The reactants are: [N:1]([C@H:4]1[C@@H:9]([NH:10][C:11]([C:13]2[NH:14][C:15]([CH2:19][CH3:20])=[C:16]([Cl:18])[N:17]=2)=[O:12])[CH2:8][CH2:7][N:6]([C:21]2[S:22][C:23]3[C:29]([C:30]([O:32][CH2:33][CH3:34])=[O:31])=[CH:28][CH:27]=[CH:26][C:24]=3[N:25]=2)[CH2:5]1)=[N+]=[N-].C1(P(C2C=CC=CC=2)C2C=CC=CC=2)C=CC=CC=1.O.